From a dataset of Catalyst prediction with 721,799 reactions and 888 catalyst types from USPTO. Predict which catalyst facilitates the given reaction. (1) Reactant: CC(C)([O-])C.[Na+].[NH:7]1[CH:11]=[N:10][CH:9]=[N:8]1.CN(C1C=CC=CN=1)C.[F:21][C:22]1[CH:27]=[C:26]([F:28])[CH:25]=[CH:24][C:23]=1[C@@:29]1([CH2:55]I)[CH2:33][C@H:32]([CH2:34][O:35][C:36]([C:49]2[CH:54]=[CH:53][CH:52]=[CH:51][CH:50]=2)([C:43]2[CH:48]=[CH:47][CH:46]=[CH:45][CH:44]=2)[C:37]2[CH:42]=[CH:41][CH:40]=[CH:39][CH:38]=2)[CH2:31][O:30]1. Product: [F:21][C:22]1[CH:27]=[C:26]([F:28])[CH:25]=[CH:24][C:23]=1[C@@:29]1([CH2:55][N:7]2[CH:11]=[N:10][CH:9]=[N:8]2)[CH2:33][C@H:32]([CH2:34][O:35][C:36]([C:43]2[CH:44]=[CH:45][CH:46]=[CH:47][CH:48]=2)([C:37]2[CH:38]=[CH:39][CH:40]=[CH:41][CH:42]=2)[C:49]2[CH:54]=[CH:53][CH:52]=[CH:51][CH:50]=2)[CH2:31][O:30]1. The catalyst class is: 145. (2) Reactant: CN(C)[CH:3]=[CH:4][C:5]([C:7]1[N:14]2[C:10]([S:11][CH:12]=[CH:13]2)=[N:9][C:8]=1[C:15]1[CH:20]=[CH:19][CH:18]=[C:17]([O:21][CH3:22])[CH:16]=1)=O.Cl.[NH2:25]/[C:26](/[NH:29][C@@H:30]1[CH2:35][CH2:34][CH2:33][N:32]([C:36]([O:38][C:39]([CH3:42])([CH3:41])[CH3:40])=[O:37])[CH2:31]1)=[N:27]/[H].[O-]CC.[Na+]. Product: [CH3:22][O:21][C:17]1[CH:16]=[C:15]([C:8]2[N:9]=[C:10]3[N:14]([C:7]=2[C:5]2[CH:4]=[CH:3][N:27]=[C:26]([NH:29][C@@H:30]4[CH2:35][CH2:34][CH2:33][N:32]([C:36]([O:38][C:39]([CH3:42])([CH3:41])[CH3:40])=[O:37])[CH2:31]4)[N:25]=2)[CH:13]=[CH:12][S:11]3)[CH:20]=[CH:19][CH:18]=1. The catalyst class is: 8. (3) Reactant: [H-].[H-].[H-].[H-].[Li+].[Al+3].[CH:7]1([CH2:10][N:11]2[CH2:36][CH2:35][C@:18]34[C:19]5[C:20]6[O:34][C@H:17]3[C@@H:16]([CH2:37]S(C3C=CC(C)=CC=3)(=O)=O)[CH2:15][CH2:14][C@@:13]4([OH:48])[C@H:12]2[CH2:25][C:24]=5[CH:23]=[CH:22][C:21]=6[O:26][CH2:27][C:28]2[CH:33]=[CH:32][CH:31]=[CH:30][CH:29]=2)[CH2:9][CH2:8]1.CCOC(C)=O. Product: [CH:7]1([CH2:10][N:11]2[CH2:36][CH2:35][C@:18]34[C:19]5[C:20]6[O:34][C@H:17]3[C@@H:16]([CH3:37])[CH2:15][CH2:14][C@@:13]4([OH:48])[C@H:12]2[CH2:25][C:24]=5[CH:23]=[CH:22][C:21]=6[O:26][CH2:27][C:28]2[CH:29]=[CH:30][CH:31]=[CH:32][CH:33]=2)[CH2:9][CH2:8]1. The catalyst class is: 1. (4) Reactant: C(O[C:6]([N:8]1[CH2:12][CH2:11][CH2:10][C@H:9]1[CH2:13][C:14]([OH:16])=[O:15])=O)(C)(C)C.C(O)(C(F)(F)F)=O.[OH-].C([N+](CCCC)(CCCC)CCCC)CCC.BrC[CH:44]([C:46]1[CH:51]=[CH:50][C:49]([C:52]2[N:56]=[C:55]([C:57]3[C:61]([CH2:62][CH2:63][CH3:64])=[C:60]([C:65]4[CH:70]=[CH:69][CH:68]=[CH:67][CH:66]=4)[O:59][N:58]=3)[O:54][N:53]=2)=[CH:48][CH:47]=1)[OH:45]. Product: [OH:45][CH:44]([C:46]1[CH:47]=[CH:48][C:49]([C:52]2[N:56]=[C:55]([C:57]3[C:61]([CH2:62][CH2:63][CH3:64])=[C:60]([C:65]4[CH:66]=[CH:67][CH:68]=[CH:69][CH:70]=4)[O:59][N:58]=3)[O:54][N:53]=2)=[CH:50][CH:51]=1)[CH2:6][N:8]1[CH2:12][CH2:11][CH2:10][C@H:9]1[CH2:13][C:14]([OH:16])=[O:15]. The catalyst class is: 2. (5) Reactant: [H-].C(O[Al+:7]OCC(C)C)C(C)C.[CH3:13][C:14]1[CH:15]=CC(S(O)(=O)=O)=C[CH:19]=1.Cl[Si]([C:28]([CH3:31])([CH3:30])[CH3:29])(C)C.C1C=C[NH+]=CC=1.[O-][Cr](Cl)(=O)=O.C1C=CC(N=NC2C=CC(N)=NC=2N)=CC=1.Cl. Product: [CH3:29][CH:28]([CH2:31][AlH:7][CH2:15][CH:14]([CH3:13])[CH3:19])[CH3:30]. The catalyst class is: 5. (6) Reactant: [OH:1][CH2:2][CH2:3][C:4]1[N:5]([CH2:9][CH2:10][CH2:11][CH2:12][C:13]2[CH:18]=[CH:17][C:16]([OH:19])=[CH:15][CH:14]=2)[CH:6]=[CH:7][N:8]=1.[H-].[Na+].Cl[CH2:23][C:24]1[N:25]=[C:26](/[CH:29]=[CH:30]/[C:31]2[CH:36]=[CH:35][C:34]([Cl:37])=[CH:33][CH:32]=2)[O:27][CH:28]=1.O. Product: [Cl:37][C:34]1[CH:35]=[CH:36][C:31](/[CH:30]=[CH:29]/[C:26]2[O:27][CH:28]=[C:24]([CH2:23][O:19][C:16]3[CH:15]=[CH:14][C:13]([CH2:12][CH2:11][CH2:10][CH2:9][N:5]4[CH:6]=[CH:7][N:8]=[C:4]4[CH2:3][CH2:2][OH:1])=[CH:18][CH:17]=3)[N:25]=2)=[CH:32][CH:33]=1. The catalyst class is: 3. (7) Product: [C:1]([O:5][C:6]([C:8]1[O:9][C:10]2[CH:16]=[C:15]([O:17][S:20]([C:19]([F:32])([F:31])[F:18])(=[O:22])=[O:21])[CH:14]=[CH:13][C:11]=2[CH:12]=1)=[O:7])([CH3:4])([CH3:2])[CH3:3]. The catalyst class is: 236. Reactant: [C:1]([O:5][C:6]([C:8]1[O:9][C:10]2[CH:16]=[C:15]([OH:17])[CH:14]=[CH:13][C:11]=2[CH:12]=1)=[O:7])([CH3:4])([CH3:3])[CH3:2].[F:18][C:19]([F:32])([F:31])[S:20](O[S:20]([C:19]([F:32])([F:31])[F:18])(=[O:22])=[O:21])(=[O:22])=[O:21]. (8) Reactant: C(OC(C1C=C(OC2C=CC(NC)=C(N)C=2)C=CN=1)=O)(C)(C)C.NC(N)=S.IC.C([O:34][C:35]([C:37]1[CH:42]=[C:41]([O:43][C:44]2[CH:61]=[CH:60][C:47]3[N:48]([CH3:59])[C:49]([NH:51][C:52]4[CH:57]=[CH:56][C:55]([CH3:58])=[CH:54][CH:53]=4)=[N:50][C:46]=3[CH:45]=2)[CH:40]=[CH:39][N:38]=1)=[O:36])(C)(C)C.FC(F)(F)C(O)=O. Product: [CH3:59][N:48]1[C:47]2[CH:60]=[CH:61][C:44]([O:43][C:41]3[CH:40]=[CH:39][N:38]=[C:37]([C:35]([OH:36])=[O:34])[CH:42]=3)=[CH:45][C:46]=2[N:50]=[C:49]1[NH:51][C:52]1[CH:57]=[CH:56][C:55]([CH3:58])=[CH:54][CH:53]=1. The catalyst class is: 100.